From a dataset of Reaction yield outcomes from USPTO patents with 853,638 reactions. Predict the reaction yield, written as a fraction of the theoretical maximum amount of product (1.0 means a 100% yield; for example, 0.34 means a 34% yield). (1) The reactants are Cl[C:2]1[N:7]=[C:6]([NH:8][CH2:9][CH2:10][CH3:11])[N:5]=[C:4]([NH:12][CH2:13][CH2:14][CH3:15])[N:3]=1.Cl.[CH:17]1([CH2:20][O:21][NH:22][CH3:23])[CH2:19][CH2:18]1. No catalyst specified. The product is [CH2:13]([NH:12][C:4]1[N:5]=[C:6]([NH:8][CH2:9][CH2:10][CH3:11])[N:7]=[C:2]([N:22]([CH3:23])[O:21][CH2:20][CH:17]2[CH2:19][CH2:18]2)[N:3]=1)[CH2:14][CH3:15]. The yield is 0.990. (2) No catalyst specified. The reactants are [NH:1]1[C:9]2[C:4](=[CH:5][CH:6]=[C:7]([CH:10]=[O:11])[CH:8]=2)[CH:3]=[CH:2]1.Br[CH2:13][CH2:14][C:15]1[CH:20]=[CH:19][CH:18]=[CH:17][CH:16]=1. The product is [CH2:13]([N:1]1[C:9]2[C:4](=[CH:5][CH:6]=[C:7]([CH:10]=[O:11])[CH:8]=2)[CH:3]=[CH:2]1)[CH2:14][C:15]1[CH:20]=[CH:19][CH:18]=[CH:17][CH:16]=1. The yield is 0.150. (3) The reactants are [Br:1][C:2]1[CH:3]=[C:4]([N+:20]([O-:22])=[O:21])[C:5]([C:8]2[CH:13]=[CH:12][C:11](CC(OCC)=O)=[CH:10][CH:9]=2)=[N:6][CH:7]=1.CC1(C)C(C)(C)OB(C2C=CC=[C:33]([S:37](C)(=[O:39])=[O:38])C=2)O1.BrC1C([N+]([O-])=O)=CC(Br)=CN=1. No catalyst specified. The product is [Br:1][C:2]1[CH:3]=[C:4]([N+:20]([O-:22])=[O:21])[C:5]([C:8]2[CH:13]=[CH:12][CH:11]=[CH:10][C:9]=2[S:37]([CH3:33])(=[O:39])=[O:38])=[N:6][CH:7]=1. The yield is 0.710. (4) The reactants are [C:1]([C@:8]1(C)[CH2:13][CH2:12][CH2:11][CH2:10][N:9]1[CH:14]1[CH2:19][CH2:18][NH:17][CH2:16][CH2:15]1)(OC(C)(C)C)=O.S(C1C=CC(C)=CC=1)([O-])(=O)=O. No catalyst specified. The product is [CH3:1][C@H:8]1[CH2:13][CH2:12][CH2:11][CH2:10][N:9]1[CH:14]1[CH2:19][CH2:18][NH:17][CH2:16][CH2:15]1. The yield is 0.940. (5) The reactants are [CH:1]1([C:6]([O:8][CH3:9])=[O:7])[CH2:5][CH:4]=[CH:3][CH2:2]1.O=[O+][O-].[NH2:13][C@H:14]1[CH2:20][CH2:19][CH2:18][N:17]([C:21]([O:23][C:24]([CH3:27])([CH3:26])[CH3:25])=[O:22])[CH2:16][CH2:15]1.CCN(CC)CC.C([O-])([O-])=O.[Na+].[Na+]. The catalyst is C(Cl)Cl.CO.ClCCCl.C(O)(=O)C. The product is [CH3:9][O:8][C:6]([CH:1]1[CH2:2][CH2:3][N:13]([C@H:14]2[CH2:20][CH2:19][CH2:18][N:17]([C:21]([O:23][C:24]([CH3:27])([CH3:26])[CH3:25])=[O:22])[CH2:16][CH2:15]2)[CH2:4][CH2:5]1)=[O:7]. The yield is 0.646. (6) The reactants are [C:1]([CH:3]([CH2:14][CH2:15][O:16][Si:17]([C:20]([CH3:23])([CH3:22])[CH3:21])([CH3:19])[CH3:18])[CH2:4][CH2:5][O:6][Si:7]([C:10]([CH3:13])([CH3:12])[CH3:11])([CH3:9])[CH3:8])#N.CC(C[AlH]CC(C)C)C.[OH2:33].[OH-].[Na+]. The catalyst is C1(C)C=CC=CC=1. The product is [CH:1]([CH:3]([CH2:14][CH2:15][O:16][Si:17]([C:20]([CH3:23])([CH3:22])[CH3:21])([CH3:19])[CH3:18])[CH2:4][CH2:5][O:6][Si:7]([C:10]([CH3:13])([CH3:12])[CH3:11])([CH3:9])[CH3:8])=[O:33]. The yield is 0.730. (7) The reactants are [C:1]([O:5][C:6]([C@@H:8]1[CH2:12][CH2:11][C:10](=[O:13])[N:9]1[C:14](=[O:23])[C:15]1[CH:20]=[CH:19][CH:18]=[CH:17][C:16]=1[CH2:21]Br)=[O:7])([CH3:4])([CH3:3])[CH3:2].[CH2:24]([O:26][P:27]([O:31]CC)[O:28][CH2:29][CH3:30])[CH3:25]. No catalyst specified. The product is [C:1]([O:5][C:6]([C@@H:8]1[CH2:12][CH2:11][C:10](=[O:13])[N:9]1[C:14](=[O:23])[C:15]1[CH:20]=[CH:19][CH:18]=[CH:17][C:16]=1[CH2:21][P:27]([O:28][CH2:29][CH3:30])([O:26][CH2:24][CH3:25])=[O:31])=[O:7])([CH3:4])([CH3:3])[CH3:2]. The yield is 0.840. (8) The reactants are FC(F)(F)S(O)(=O)=O.[Br:9][C:10]1[CH:11]=[CH:12][C:13]([F:39])=[C:14]([C@:16]([NH:31]S(C(C)(C)C)(=O)=O)([CH3:30])[C:17]([F:29])([F:28])[C:18]([CH3:27])([O:20][CH2:21][C:22]([O:24][CH2:25][CH3:26])=[O:23])[CH3:19])[CH:15]=1.CCOC(C)=O. The catalyst is ClCCl.CCCCCCC. The product is [NH2:31][C@@:16]([C:14]1[CH:15]=[C:10]([Br:9])[CH:11]=[CH:12][C:13]=1[F:39])([CH3:30])[C:17]([F:28])([F:29])[C:18]([CH3:27])([O:20][CH2:21][C:22]([O:24][CH2:25][CH3:26])=[O:23])[CH3:19]. The yield is 0.885.